Dataset: Blood-brain barrier permeability regression values from the B3DB database. Task: Regression/Classification. Given a drug SMILES string, predict its absorption, distribution, metabolism, or excretion properties. Task type varies by dataset: regression for continuous measurements (e.g., permeability, clearance, half-life) or binary classification for categorical outcomes (e.g., BBB penetration, CYP inhibition). For this dataset (b3db_regression), we predict Y. (1) The Y is -0.170 log(BB ratio). The drug is C1=CN(C(=N1)[N+](=O)[O-])CCCCCCCCF. (2) The molecule is FS(F)(F)(F)(F)F. The Y is 0.400 log(BB ratio). (3) The molecule is CC(C)CC(C(=O)O)N. The Y is 0 log(BB ratio). (4) The compound is CN(C)CCCN1C2=CC=CC=C2SC3=CC=CC=C31. The Y is 1.23 log(BB ratio). (5) The molecule is CSC1=CC2=C(C=C1)SC3=CC=CC=C3N2CCC4CCCNC4. The Y is 0.750 log(BB ratio).